Dataset: Forward reaction prediction with 1.9M reactions from USPTO patents (1976-2016). Task: Predict the product of the given reaction. Given the reactants [N:1]12[CH2:8][CH2:7][C:4]([CH2:9][CH:10]3[C:18](=[O:19])[CH:17]=[C:16]4[CH:20]=[N:21][CH:22]=[CH:23][N:14]5[C:15]4=[C:11]3[CH2:12][NH:13]5)([CH2:5][CH2:6]1)[CH2:3][CH2:2]2.[ClH:24], predict the reaction product. The product is: [ClH:24].[N:1]12[CH2:2][CH2:3][C:4]([CH2:9][CH:10]3[C:18](=[O:19])[CH:17]=[C:16]4[CH:20]=[N:21][CH:22]=[CH:23][N:14]5[C:15]4=[C:11]3[CH2:12][NH:13]5)([CH2:7][CH2:8]1)[CH2:5][CH2:6]2.